Predict the reaction yield, written as a fraction of the theoretical maximum amount of product (1.0 means a 100% yield; for example, 0.34 means a 34% yield). From a dataset of Reaction yield outcomes from USPTO patents with 853,638 reactions. The reactants are Br[C:2]1[CH:7]=[CH:6][C:5]([CH:8]([CH3:15])[CH2:9][NH:10][S:11]([CH3:14])(=[O:13])=[O:12])=[CH:4][CH:3]=1.[CH:16]1([Mg]Br)[CH2:20][CH2:19][CH2:18][CH2:17]1. The catalyst is O1CCCC1. The product is [CH:16]1([C:2]2[CH:7]=[CH:6][C:5]([CH:8]([CH3:15])[CH2:9][NH:10][S:11]([CH3:14])(=[O:13])=[O:12])=[CH:4][CH:3]=2)[CH2:20][CH2:19][CH2:18][CH2:17]1. The yield is 0.130.